From a dataset of Forward reaction prediction with 1.9M reactions from USPTO patents (1976-2016). Predict the product of the given reaction. (1) Given the reactants COC(=O)C(C)=C.C(OCCCC)(=O)C=C.C(O)(=O)C=C.[CH3:22][C:23]([C:25]([O:27][CH2:28][CH2:29][O:30][C:31]([CH2:33][C:34]([CH3:36])=[O:35])=[O:32])=[O:26])=[CH2:24], predict the reaction product. The product is: [CH3:24][C:23]([C:25]([O:27][CH2:28][CH2:29][O:30][C:31]([CH2:33][C:34]([CH3:36])=[O:35])=[O:32])=[O:26])=[CH2:22]. (2) Given the reactants [CH3:1][C:2]1([CH3:15])[CH2:14][C:5]2[NH:6][C:7]([C:9]([O:11][CH2:12][CH3:13])=[O:10])=[CH:8][C:4]=2[CH2:3]1.[H-].[Na+].Br[CH2:19][C:20]#[N:21].O, predict the reaction product. The product is: [C:20]([CH2:19][N:6]1[C:7]([C:9]([O:11][CH2:12][CH3:13])=[O:10])=[CH:8][C:4]2[CH2:3][C:2]([CH3:1])([CH3:15])[CH2:14][C:5]1=2)#[N:21]. (3) Given the reactants Br[C:2]1[CH:7]=[CH:6][CH:5]=[C:4]([CH2:8][C:9]2[C:14]([F:15])=[CH:13][C:12]([Br:16])=[CH:11][C:10]=2[F:17])[N:3]=1.[F:18][C:19]1[CH:24]=[C:23]([F:25])[CH:22]=[CH:21][C:20]=1B(O)O.C(O)C.C([O-])([O-])=O.[Na+].[Na+], predict the reaction product. The product is: [Br:16][C:12]1[CH:13]=[C:14]([F:15])[C:9]([CH2:8][C:4]2[CH:5]=[CH:6][CH:7]=[C:2]([C:22]3[CH:21]=[CH:20][C:19]([F:18])=[CH:24][C:23]=3[F:25])[N:3]=2)=[C:10]([F:17])[CH:11]=1. (4) The product is: [F:26][C:16]1[C:15]([CH2:14][CH:9]([C:10](=[O:12])[CH3:11])[C:6](=[O:8])[CH3:7])=[C:20]([F:21])[C:19]([F:22])=[C:18]([F:23])[C:17]=1[CH2:24][CH:3]([C:29](=[O:31])[CH3:30])[C:1](=[O:5])[CH3:4]. Given the reactants [C:1]([OH:5])([CH3:4])([CH3:3])C.[C:6]([CH2:9][C:10](=[O:12])[CH3:11])(=[O:8])[CH3:7].Br[CH2:14][C:15]1[C:20]([F:21])=[C:19]([F:22])[C:18]([F:23])=[C:17]([CH2:24]Br)[C:16]=1[F:26].[I-].[K+].[CH2:29]([O:31]CC)[CH3:30], predict the reaction product. (5) Given the reactants [CH3:1][C:2]([CH3:46])=[CH:3][CH2:4][CH2:5][C@@:6]1([CH3:45])[O:11][C:10]2[C:12]([CH2:40][CH:41]=[C:42]([CH3:44])[CH3:43])=[C:13]3[O:25][C@@:24]45[C:26]6([CH2:33]/[CH:34]=[C:35](/[C:37]([OH:39])=[O:38])\[CH3:36])[O:29][C:30]([CH3:32])([CH3:31])[CH:23]4[CH2:22][C@H:21]([C:27]6=[O:28])[CH:20]=[C:19]5[C:17](=[O:18])[C:14]3=[C:15]([OH:16])[C:9]=2[CH:8]=[CH:7]1.CC(C)=CCC[C@]1(C)OC2C(CC=C(C)C)=C3O[C@@]45C6(C/C=C(/C(O)=O)\CO)OC(C)(C)C4C[C@H](C6=O)C=C5C(=O)C3=C(O)C=2C=C1, predict the reaction product. The product is: [CH3:1][C:2]([CH3:46])=[CH:3][CH2:4][CH2:5][C@@:6]1([CH3:45])[O:11][C:10]2[C:12]([CH2:40][CH:41]=[C:42]([CH3:43])[CH3:44])=[C:13]3[O:25][C@@:24]45[C@@:26]6([CH2:33]/[CH:34]=[C:35](\[C:37]([OH:39])=[O:38])/[CH3:36])[O:29][C:30]([CH3:31])([CH3:32])[C@@H:23]4[CH2:22][C@H:21]([C:27]6=[O:28])[CH:20]=[C:19]5[C:17](=[O:18])[C:14]3=[C:15]([OH:16])[C:9]=2[CH:8]=[CH:7]1. (6) Given the reactants [Cl:1][C:2]1[N:3]=[C:4](Cl)[C:5]2[CH2:10][CH2:9][CH:8]([C:11]3[CH:16]=[CH:15][C:14]([Cl:17])=[CH:13][CH:12]=3)[C:6]=2[N:7]=1.[CH3:19][NH:20][CH3:21], predict the reaction product. The product is: [Cl:1][C:2]1[N:3]=[C:4]([N:20]([CH3:21])[CH3:19])[C:5]2[CH2:10][CH2:9][CH:8]([C:11]3[CH:16]=[CH:15][C:14]([Cl:17])=[CH:13][CH:12]=3)[C:6]=2[N:7]=1. (7) Given the reactants [Cl:1][C:2]1[CH:3]=[N:4][N:5]([CH2:15][CH3:16])[C:6]=1[C:7]1[CH:8]=[C:9]([C:12]([OH:14])=O)[S:10][CH:11]=1.[NH2:17][C@@H:18]([CH2:31][C:32]1[CH:37]=[CH:36][CH:35]=[CH:34][C:33]=1[C:38]([F:41])([F:40])[F:39])[CH2:19][N:20]1[C:28](=[O:29])[C:27]2[C:22](=[CH:23][CH:24]=[CH:25][CH:26]=2)[C:21]1=[O:30].CCN(C(C)C)C(C)C.C1CN([P+](Br)(N2CCCC2)N2CCCC2)CC1.F[P-](F)(F)(F)(F)F, predict the reaction product. The product is: [Cl:1][C:2]1[CH:3]=[N:4][N:5]([CH2:15][CH3:16])[C:6]=1[C:7]1[CH:8]=[C:9]([C:12]([NH:17][C@@H:18]([CH2:31][C:32]2[CH:37]=[CH:36][CH:35]=[CH:34][C:33]=2[C:38]([F:41])([F:39])[F:40])[CH2:19][N:20]2[C:28](=[O:29])[C:27]3[C:22](=[CH:23][CH:24]=[CH:25][CH:26]=3)[C:21]2=[O:30])=[O:14])[S:10][CH:11]=1.